Dataset: Full USPTO retrosynthesis dataset with 1.9M reactions from patents (1976-2016). Task: Predict the reactants needed to synthesize the given product. (1) Given the product [CH:23]([NH:22][C:18]1[C:17]2[C:13]([C:9]3[CH:8]=[C:7]([CH:1]4[CH2:2][CH2:3][N:30]([CH3:29])[CH2:5][CH2:6]4)[CH:12]=[CH:11][N:10]=3)=[N:14][NH:15][C:16]=2[CH:21]=[CH:20][N:19]=1)([CH3:25])[CH3:24], predict the reactants needed to synthesize it. The reactants are: [CH:1]1([C:7]2[CH:12]=[CH:11][N:10]=[C:9]([C:13]3[C:17]4[C:18]([NH:22][CH:23]([CH3:25])[CH3:24])=[N:19][CH:20]=[CH:21][C:16]=4[NH:15][N:14]=3)[CH:8]=2)[CH2:6][CH2:5]C[CH2:3][CH2:2]1.ClC1C=C[N:30]=[C:29](C2C3C(NC(C)C)=NC=CC=3N(CC3C=CC(OC)=CC=3)N=2)C=1.CN1CC=C(B2OC(C)(C)C(C)(C)O2)CC1. (2) Given the product [F:28][C:19]1[CH:18]=[CH:17][C:16]([C:14]2[N:6]3[N:5]=[C:4]([CH3:7])[C:3]([C:8]#[N:9])=[C:2]3[N:1]=[CH:12][CH:13]=2)=[CH:21][C:20]=1[N:22]([CH3:27])[S:23]([CH3:26])(=[O:25])=[O:24], predict the reactants needed to synthesize it. The reactants are: [NH2:1][C:2]1[NH:6][N:5]=[C:4]([CH3:7])[C:3]=1[C:8]#[N:9].CN(C)[CH:12]=[CH:13][C:14]([C:16]1[CH:17]=[CH:18][C:19]([F:28])=[C:20]([N:22]([CH3:27])[S:23]([CH3:26])(=[O:25])=[O:24])[CH:21]=1)=O.C(OCC)(=O)C.